Task: Regression. Given two drug SMILES strings and cell line genomic features, predict the synergy score measuring deviation from expected non-interaction effect.. Dataset: NCI-60 drug combinations with 297,098 pairs across 59 cell lines (1) Drug 1: CCC1=C2CN3C(=CC4=C(C3=O)COC(=O)C4(CC)O)C2=NC5=C1C=C(C=C5)O. Drug 2: CS(=O)(=O)CCNCC1=CC=C(O1)C2=CC3=C(C=C2)N=CN=C3NC4=CC(=C(C=C4)OCC5=CC(=CC=C5)F)Cl. Cell line: SW-620. Synergy scores: CSS=21.0, Synergy_ZIP=-10.2, Synergy_Bliss=-1.53, Synergy_Loewe=-31.3, Synergy_HSA=-1.26. (2) Drug 1: CC1C(C(CC(O1)OC2CC(OC(C2O)C)OC3=CC4=CC5=C(C(=O)C(C(C5)C(C(=O)C(C(C)O)O)OC)OC6CC(C(C(O6)C)O)OC7CC(C(C(O7)C)O)OC8CC(C(C(O8)C)O)(C)O)C(=C4C(=C3C)O)O)O)O. Drug 2: COC1=NC(=NC2=C1N=CN2C3C(C(C(O3)CO)O)O)N. Cell line: SR. Synergy scores: CSS=52.2, Synergy_ZIP=-1.01, Synergy_Bliss=-1.62, Synergy_Loewe=-44.3, Synergy_HSA=-0.966. (3) Drug 1: CCCCC(=O)OCC(=O)C1(CC(C2=C(C1)C(=C3C(=C2O)C(=O)C4=C(C3=O)C=CC=C4OC)O)OC5CC(C(C(O5)C)O)NC(=O)C(F)(F)F)O. Drug 2: N.N.Cl[Pt+2]Cl. Cell line: OVCAR-5. Synergy scores: CSS=79.4, Synergy_ZIP=-6.92, Synergy_Bliss=-6.46, Synergy_Loewe=-4.55, Synergy_HSA=-1.49. (4) Drug 1: CC(C1=C(C=CC(=C1Cl)F)Cl)OC2=C(N=CC(=C2)C3=CN(N=C3)C4CCNCC4)N. Drug 2: CNC(=O)C1=CC=CC=C1SC2=CC3=C(C=C2)C(=NN3)C=CC4=CC=CC=N4. Cell line: UO-31. Synergy scores: CSS=1.79, Synergy_ZIP=-1.15, Synergy_Bliss=-1.61, Synergy_Loewe=-2.86, Synergy_HSA=-1.59.